Task: Predict which catalyst facilitates the given reaction.. Dataset: Catalyst prediction with 721,799 reactions and 888 catalyst types from USPTO (1) Reactant: [C:1]([NH:4][C:5]1[S:6][C:7]([C:26](N(OC)C)=[O:27])=[C:8]([CH2:10][CH2:11][C:12]2[CH:17]=[CH:16][C:15]([NH:18][C:19](=[O:25])[O:20][C:21]([CH3:24])([CH3:23])[CH3:22])=[CH:14][CH:13]=2)[N:9]=1)(=[O:3])[CH3:2].[Al].[Li].[Na]. Product: [C:1]([NH:4][C:5]1[S:6][C:7]([CH:26]=[O:27])=[C:8]([CH2:10][CH2:11][C:12]2[CH:17]=[CH:16][C:15]([NH:18][C:19](=[O:25])[O:20][C:21]([CH3:22])([CH3:23])[CH3:24])=[CH:14][CH:13]=2)[N:9]=1)(=[O:3])[CH3:2]. The catalyst class is: 1. (2) Reactant: [CH3:1][O:2][C:3](=[O:12])[C:4]1[CH:9]=[C:8]([NH2:10])[C:7]([NH2:11])=[N:6][CH:5]=1.[N+:13]([C:16]1[CH:24]=[CH:23][C:19]([C:20](Cl)=[O:21])=[CH:18][CH:17]=1)([O-:15])=[O:14].O. Product: [CH3:1][O:2][C:3](=[O:12])[C:4]1[CH:9]=[C:8]([NH:10][C:20](=[O:21])[C:19]2[CH:18]=[CH:17][C:16]([N+:13]([O-:15])=[O:14])=[CH:24][CH:23]=2)[C:7]([NH2:11])=[N:6][CH:5]=1. The catalyst class is: 17. (3) Reactant: [NH2:1][C:2]1[C:3]([Cl:19])=[CH:4][C:5]([Cl:18])=[C:6]([N:8]2[C:12](=[O:13])[N:11]([CH:14]([F:16])[F:15])[C:10]([CH3:17])=[N:9]2)[CH:7]=1.[CH3:20][S:21](Cl)(=[O:23])=[O:22].C1(C)C=CC=CC=1. The catalyst class is: 18. Product: [Cl:19][C:3]1[CH:4]=[C:5]([Cl:18])[C:6]([N:8]2[C:12](=[O:13])[N:11]([CH:14]([F:15])[F:16])[C:10]([CH3:17])=[N:9]2)=[CH:7][C:2]=1[NH:1][S:21]([CH3:20])(=[O:23])=[O:22]. (4) Reactant: [C:1]1([C:26]2[CH:31]=[CH:30][CH:29]=[CH:28][CH:27]=2)[CH:6]=[CH:5][CH:4]=[C:3]([C:7]2[O:8][C:9]([CH3:25])=[C:10]([CH2:12][CH2:13][O:14]S(C3C=CC(C)=CC=3)(=O)=O)[N:11]=2)[CH:2]=1.[CH2:32]([O:34][C:35](=[O:47])[C:36]([O:39][C:40]1[CH:45]=[CH:44][CH:43]=[C:42](O)[CH:41]=1)([CH3:38])[CH3:37])[CH3:33]. Product: [CH2:32]([O:34][C:35](=[O:47])[C:36]([O:39][C:40]1[CH:45]=[CH:44][CH:43]=[C:42]([O:14][CH2:13][CH2:12][C:10]2[N:11]=[C:7]([C:3]3[CH:2]=[C:1]([C:26]4[CH:31]=[CH:30][CH:29]=[CH:28][CH:27]=4)[CH:6]=[CH:5][CH:4]=3)[O:8][C:9]=2[CH3:25])[CH:41]=1)([CH3:38])[CH3:37])[CH3:33]. The catalyst class is: 3. (5) Reactant: [Br:1][C:2]1[CH:7]=[CH:6][C:5]([C:8]([N:10]2[CH2:14][CH2:13][C@@H:12](OS(C)(=O)=O)[CH2:11]2)=[O:9])=[CH:4][CH:3]=1.[CH3:20][CH:21]([NH2:23])[CH3:22]. Product: [Br:1][C:2]1[CH:7]=[CH:6][C:5]([C:8]([N:10]2[CH2:14][CH2:13][C@H:12]([NH:23][CH:21]([CH3:22])[CH3:20])[CH2:11]2)=[O:9])=[CH:4][CH:3]=1. The catalyst class is: 12. (6) Reactant: CC(S([NH:7][CH2:8][C:9]1[CH:14]=[CH:13][CH:12]=[CH:11][C:10]=1[S:15]([C:18]1[CH:23]=[CH:22][C:21](/[CH:24]=[CH:25]/[C:26]2[CH:31]=[CH:30][C:29]([F:32])=[CH:28][CH:27]=2)=[CH:20][CH:19]=1)(=[O:17])=[O:16])=O)(C)C.Cl. Product: [F:32][C:29]1[CH:28]=[CH:27][C:26](/[CH:25]=[CH:24]/[C:21]2[CH:22]=[CH:23][C:18]([S:15]([C:10]3[CH:11]=[CH:12][CH:13]=[CH:14][C:9]=3[CH2:8][NH2:7])(=[O:17])=[O:16])=[CH:19][CH:20]=2)=[CH:31][CH:30]=1. The catalyst class is: 71.